This data is from NCI-60 drug combinations with 297,098 pairs across 59 cell lines. The task is: Regression. Given two drug SMILES strings and cell line genomic features, predict the synergy score measuring deviation from expected non-interaction effect. (1) Drug 1: C1=CC(=C2C(=C1NCCNCCO)C(=O)C3=C(C=CC(=C3C2=O)O)O)NCCNCCO. Drug 2: CC1=C(C=C(C=C1)C(=O)NC2=CC(=CC(=C2)C(F)(F)F)N3C=C(N=C3)C)NC4=NC=CC(=N4)C5=CN=CC=C5. Cell line: NCI/ADR-RES. Synergy scores: CSS=3.31, Synergy_ZIP=-0.811, Synergy_Bliss=-0.236, Synergy_Loewe=-3.04, Synergy_HSA=-1.33. (2) Drug 1: C1CCN(CC1)CCOC2=CC=C(C=C2)C(=O)C3=C(SC4=C3C=CC(=C4)O)C5=CC=C(C=C5)O. Drug 2: C1CC(=O)NC(=O)C1N2CC3=C(C2=O)C=CC=C3N. Cell line: IGROV1. Synergy scores: CSS=-3.05, Synergy_ZIP=1.37, Synergy_Bliss=0.163, Synergy_Loewe=-3.16, Synergy_HSA=-3.16. (3) Synergy scores: CSS=1.74, Synergy_ZIP=0.659, Synergy_Bliss=1.55, Synergy_Loewe=-19.4, Synergy_HSA=-2.93. Drug 2: CCC1(C2=C(COC1=O)C(=O)N3CC4=CC5=C(C=CC(=C5CN(C)C)O)N=C4C3=C2)O.Cl. Cell line: SK-OV-3. Drug 1: C1CCN(CC1)CCOC2=CC=C(C=C2)C(=O)C3=C(SC4=C3C=CC(=C4)O)C5=CC=C(C=C5)O. (4) Drug 1: C1=CC(=CC=C1C#N)C(C2=CC=C(C=C2)C#N)N3C=NC=N3. Drug 2: C1C(C(OC1N2C=NC3=C2NC=NCC3O)CO)O. Cell line: PC-3. Synergy scores: CSS=6.93, Synergy_ZIP=-1.86, Synergy_Bliss=2.67, Synergy_Loewe=1.94, Synergy_HSA=2.42. (5) Drug 1: CC1OCC2C(O1)C(C(C(O2)OC3C4COC(=O)C4C(C5=CC6=C(C=C35)OCO6)C7=CC(=C(C(=C7)OC)O)OC)O)O. Drug 2: COCCOC1=C(C=C2C(=C1)C(=NC=N2)NC3=CC=CC(=C3)C#C)OCCOC.Cl. Cell line: SR. Synergy scores: CSS=72.9, Synergy_ZIP=2.68, Synergy_Bliss=4.22, Synergy_Loewe=-14.9, Synergy_HSA=4.32. (6) Drug 1: CC1=CC2C(CCC3(C2CCC3(C(=O)C)OC(=O)C)C)C4(C1=CC(=O)CC4)C. Drug 2: CNC(=O)C1=NC=CC(=C1)OC2=CC=C(C=C2)NC(=O)NC3=CC(=C(C=C3)Cl)C(F)(F)F. Cell line: RPMI-8226. Synergy scores: CSS=32.2, Synergy_ZIP=-1.46, Synergy_Bliss=2.39, Synergy_Loewe=2.92, Synergy_HSA=3.34. (7) Drug 1: CC1C(C(CC(O1)OC2CC(CC3=C2C(=C4C(=C3O)C(=O)C5=C(C4=O)C(=CC=C5)OC)O)(C(=O)CO)O)N)O.Cl. Drug 2: C1=NC2=C(N1)C(=S)N=C(N2)N. Cell line: IGROV1. Synergy scores: CSS=1.95, Synergy_ZIP=0.471, Synergy_Bliss=2.92, Synergy_Loewe=0.453, Synergy_HSA=0.553. (8) Drug 1: C1CCC(CC1)NC(=O)N(CCCl)N=O. Cell line: NCI-H322M. Synergy scores: CSS=8.59, Synergy_ZIP=-2.53, Synergy_Bliss=-1.10, Synergy_Loewe=-8.08, Synergy_HSA=-0.688. Drug 2: CC1CCC2CC(C(=CC=CC=CC(CC(C(=O)C(C(C(=CC(C(=O)CC(OC(=O)C3CCCCN3C(=O)C(=O)C1(O2)O)C(C)CC4CCC(C(C4)OC)OCCO)C)C)O)OC)C)C)C)OC.